Dataset: Forward reaction prediction with 1.9M reactions from USPTO patents (1976-2016). Task: Predict the product of the given reaction. (1) Given the reactants Cl.Br[CH:3]([CH3:20])[C:4]([NH:6][CH2:7][CH2:8][N:9]([CH2:11][C:12]1[CH:17]=[CH:16][C:15]([Cl:18])=[C:14]([Cl:19])[CH:13]=1)[CH3:10])=[O:5].[NH2:21][C:22]1[CH:31]=[CH:30][C:25]2[N:26]=[C:27]([SH:29])[S:28][C:24]=2[CH:23]=1, predict the reaction product. The product is: [NH2:21][C:22]1[CH:31]=[CH:30][C:25]2[N:26]=[C:27]([S:29][CH:3]([CH3:20])[C:4]([NH:6][CH2:7][CH2:8][N:9]([CH2:11][C:12]3[CH:17]=[CH:16][C:15]([Cl:18])=[C:14]([Cl:19])[CH:13]=3)[CH3:10])=[O:5])[S:28][C:24]=2[CH:23]=1. (2) Given the reactants [CH2:1]([O:8][C:9]1[C:18]2[C:13](=[CH:14][CH:15]=[C:16](B3OC(C)(C)C(C)(C)O3)[CH:17]=2)[CH:12]=[CH:11][N:10]=1)[C:2]1[CH:7]=[CH:6][CH:5]=[CH:4][CH:3]=1.Cl[C:29]1[N:34]=[N:33][C:32]([N:35]([CH3:46])[CH:36]2[CH2:41][C:40]([CH3:43])([CH3:42])[NH:39][C:38]([CH3:45])([CH3:44])[CH2:37]2)=[CH:31][CH:30]=1, predict the reaction product. The product is: [CH2:1]([O:8][C:9]1[C:18]2[C:13](=[CH:14][CH:15]=[C:16]([C:29]3[N:34]=[N:33][C:32]([N:35]([CH3:46])[CH:36]4[CH2:41][C:40]([CH3:42])([CH3:43])[NH:39][C:38]([CH3:45])([CH3:44])[CH2:37]4)=[CH:31][CH:30]=3)[CH:17]=2)[CH:12]=[CH:11][N:10]=1)[C:2]1[CH:3]=[CH:4][CH:5]=[CH:6][CH:7]=1. (3) Given the reactants [NH2:1][CH2:2][CH2:3][CH2:4][CH2:5][N:6]1[C:18]2[C:17]3[CH:16]=[CH:15][CH:14]=[CH:13][C:12]=3[N:11]=[C:10]([NH2:19])[C:9]=2[N:8]=[C:7]1[CH3:20].[CH2:21]([S:23](Cl)(=[O:25])=[O:24])[CH3:22], predict the reaction product. The product is: [NH2:19][C:10]1[C:9]2[N:8]=[C:7]([CH3:20])[N:6]([CH2:5][CH2:4][CH2:3][CH2:2][NH:1][S:23]([CH2:21][CH3:22])(=[O:25])=[O:24])[C:18]=2[C:17]2[CH:16]=[CH:15][CH:14]=[CH:13][C:12]=2[N:11]=1. (4) Given the reactants [N:1]([C:4]1([C:13]([O:15]CC)=O)[C:12]2[C:7](=[CH:8][CH:9]=[CH:10][CH:11]=2)[CH2:6][CH2:5]1)=[C:2]=[S:3].[NH2:18][CH2:19][C:20]([N:22]([CH2:29][C:30]1[CH:35]=[CH:34][CH:33]=[CH:32][CH:31]=1)[CH:23]([CH:25]1[CH2:28][CH2:27][CH2:26]1)[CH3:24])=[O:21].CCN(CC)CC, predict the reaction product. The product is: [CH2:29]([N:22]([CH:23]([CH:25]1[CH2:26][CH2:27][CH2:28]1)[CH3:24])[C:20](=[O:21])[CH2:19][N:18]1[C:13](=[O:15])[C:4]2([C:12]3[C:7](=[CH:8][CH:9]=[CH:10][CH:11]=3)[CH2:6][CH2:5]2)[NH:1][C:2]1=[S:3])[C:30]1[CH:35]=[CH:34][CH:33]=[CH:32][CH:31]=1. (5) The product is: [Br:1][C:2]1[C:3]([C:12]([F:15])([F:13])[F:14])=[CH:4][C:5]([F:11])=[C:6]([CH2:7][OH:8])[CH:10]=1. Given the reactants [Br:1][C:2]1[C:3]([C:12]([F:15])([F:14])[F:13])=[CH:4][C:5]([F:11])=[C:6]([CH:10]=1)[C:7](O)=[O:8], predict the reaction product.